From a dataset of NCI-60 drug combinations with 297,098 pairs across 59 cell lines. Regression. Given two drug SMILES strings and cell line genomic features, predict the synergy score measuring deviation from expected non-interaction effect. Drug 1: C1CC(C1)(C(=O)O)C(=O)O.[NH2-].[NH2-].[Pt+2]. Drug 2: C(CC(=O)O)C(=O)CN.Cl. Cell line: NCI/ADR-RES. Synergy scores: CSS=-0.229, Synergy_ZIP=6.47, Synergy_Bliss=11.4, Synergy_Loewe=0.869, Synergy_HSA=2.77.